This data is from Reaction yield outcomes from USPTO patents with 853,638 reactions. The task is: Predict the reaction yield, written as a fraction of the theoretical maximum amount of product (1.0 means a 100% yield; for example, 0.34 means a 34% yield). (1) The reactants are [NH2:1][C:2]1[N:6]([CH3:7])[C:5](=[O:8])[C:4]([C:17]2[CH:22]=[CH:21][CH:20]=[C:19](Br)[CH:18]=2)([C:9]2[CH:14]=[CH:13][C:12]([O:15][CH3:16])=[CH:11][CH:10]=2)[N:3]=1.[CH3:24][S:25]([O:28][C:29]1[CH:34]=[C:33](B2OC(C)(C)C(C)(C)O2)[CH:32]=[C:31]([O:44][CH3:45])[CH:30]=1)(=[O:27])=[O:26].C(=O)([O-])[O-].[K+].[K+]. The catalyst is O1CCCC1. The product is [CH3:24][S:25]([O:28][C:29]1[CH:34]=[C:33]([C:19]2[CH:20]=[CH:21][CH:22]=[C:17]([C:4]3([C:9]4[CH:14]=[CH:13][C:12]([O:15][CH3:16])=[CH:11][CH:10]=4)[C:5](=[O:8])[N:6]([CH3:7])[C:2]([NH2:1])=[N:3]3)[CH:18]=2)[CH:32]=[C:31]([O:44][CH3:45])[CH:30]=1)(=[O:27])=[O:26]. The yield is 0.330. (2) The reactants are [Na].F[C:3]1[N:8]=[C:7]([C:9]2([C:13]#[N:14])[CH2:12][CH2:11][CH2:10]2)[CH:6]=[CH:5][CH:4]=1.[CH3:15][OH:16]. No catalyst specified. The product is [CH3:15][O:16][C:3]1[N:8]=[C:7]([C:9]2([C:13]#[N:14])[CH2:12][CH2:11][CH2:10]2)[CH:6]=[CH:5][CH:4]=1. The yield is 0.970.